Dataset: NCI-60 drug combinations with 297,098 pairs across 59 cell lines. Task: Regression. Given two drug SMILES strings and cell line genomic features, predict the synergy score measuring deviation from expected non-interaction effect. (1) Drug 1: CC(C)(C#N)C1=CC(=CC(=C1)CN2C=NC=N2)C(C)(C)C#N. Drug 2: CC1CCCC2(C(O2)CC(NC(=O)CC(C(C(=O)C(C1O)C)(C)C)O)C(=CC3=CSC(=N3)C)C)C. Cell line: K-562. Synergy scores: CSS=50.1, Synergy_ZIP=1.18, Synergy_Bliss=1.12, Synergy_Loewe=-10.9, Synergy_HSA=1.04. (2) Drug 1: CC1C(C(CC(O1)OC2CC(CC3=C2C(=C4C(=C3O)C(=O)C5=C(C4=O)C(=CC=C5)OC)O)(C(=O)C)O)N)O.Cl. Drug 2: CC1CCC2CC(C(=CC=CC=CC(CC(C(=O)C(C(C(=CC(C(=O)CC(OC(=O)C3CCCCN3C(=O)C(=O)C1(O2)O)C(C)CC4CCC(C(C4)OC)OCCO)C)C)O)OC)C)C)C)OC. Cell line: COLO 205. Synergy scores: CSS=28.9, Synergy_ZIP=1.26, Synergy_Bliss=2.25, Synergy_Loewe=-9.63, Synergy_HSA=1.93.